This data is from Catalyst prediction with 721,799 reactions and 888 catalyst types from USPTO. The task is: Predict which catalyst facilitates the given reaction. (1) Product: [Br:19][C:17]1[CH:16]=[CH:15][C:13]2[N:14]=[C:10]([N:8]3[CH2:9][CH:6]([N:20]4[CH2:25][CH2:24][CH2:23][CH2:22][CH2:21]4)[CH2:7]3)[S:11][C:12]=2[CH:18]=1. The catalyst class is: 35. Reactant: CS(O[CH:6]1[CH2:9][N:8]([C:10]2[S:11][C:12]3[CH:18]=[C:17]([Br:19])[CH:16]=[CH:15][C:13]=3[N:14]=2)[CH2:7]1)(=O)=O.[NH:20]1[CH2:25][CH2:24][CH2:23][CH2:22][CH2:21]1.C(=O)([O-])[O-].[K+].[K+]. (2) Reactant: [NH2:1][C:2]1[CH:7]=[C:6](F)[CH:5]=[C:4](F)[C:3]=1[NH2:10].S(=O)(O)[O-].[Na+].[CH3:16]N(C)C(=O)C. Product: [N:10]1[C:3]2[CH:4]=[CH:5][CH:6]=[CH:7][C:2]=2[NH:1][CH:16]=1. The catalyst class is: 13. (3) Reactant: [F:1][C:2]([F:24])([F:23])[O:3][C:4]1[CH:9]=[CH:8][C:7]([NH:10][C:11]2[NH:12][C:13]([C:16]3[CH:21]=[CH:20][C:19]([OH:22])=[CH:18][CH:17]=3)=[N:14][N:15]=2)=[CH:6][CH:5]=1.C[Si]([N-][Si](C)(C)C)(C)C.[K+].[NH2:35][C:36]1[N:37]=[N:38][C:39](Cl)=[CH:40][CH:41]=1.[C:43]([O-])([O-:45])=[O:44].[K+].[K+]. Product: [F:24][C:2]([F:1])([F:23])[C:43]([OH:45])=[O:44].[F:24][C:2]([F:1])([F:23])[O:3][C:4]1[CH:5]=[CH:6][C:7]([NH:10][C:11]2[NH:12][C:13]([C:16]3[CH:21]=[CH:20][C:19]([O:22][C:39]4[N:38]=[N:37][C:36]([NH2:35])=[CH:41][CH:40]=4)=[CH:18][CH:17]=3)=[N:14][N:15]=2)=[CH:8][CH:9]=1. The catalyst class is: 121. (4) Reactant: [CH3:1][C:2]1[NH:6][C:5]([CH:7]([C:9]2[CH:14]=[CH:13][CH:12]=[CH:11][CH:10]=2)[OH:8])=[N:4][CH:3]=1.[O:15]1CCOC[CH2:16]1. Product: [C:7]([C:5]1[NH:6][C:2]([CH3:1])=[C:3]([CH:16]=[O:15])[N:4]=1)(=[O:8])[C:9]1[CH:14]=[CH:13][CH:12]=[CH:11][CH:10]=1. The catalyst class is: 327.